Dataset: Forward reaction prediction with 1.9M reactions from USPTO patents (1976-2016). Task: Predict the product of the given reaction. Given the reactants BrC1C2C(=CC(F)=CC=2)C(=O)NC=1.CC1(C)C(C)(C)OB(B2OC(C)(C)C(C)(C)O2)O1.FC1C=C2C(C(B3OC(C)(C)C(C)(C)O3)=CN(C)C2=O)=CC=1.ClC1C(OCC2CC2)=CN=C(S(C)(=O)=O)N=1.[CH:70]1([CH2:73][O:74][C:75]2[C:76]([C:85]3[C:94]4[C:89](=[CH:90][C:91]([F:95])=[CH:92][CH:93]=4)[C:88](=[O:96])[N:87]([CH3:97])[CH:86]=3)=[N:77][C:78](S(C)(=O)=O)=[N:79][CH:80]=2)[CH2:72][CH2:71]1.[CH2:98]([S:100]([NH2:103])(=[O:102])=[O:101])[CH3:99], predict the reaction product. The product is: [CH:70]1([CH2:73][O:74][C:75]2[C:76]([C:85]3[C:94]4[C:89](=[CH:90][C:91]([F:95])=[CH:92][CH:93]=4)[C:88](=[O:96])[N:87]([CH3:97])[CH:86]=3)=[N:77][C:78]([NH:103][S:100]([CH2:98][CH3:99])(=[O:102])=[O:101])=[N:79][CH:80]=2)[CH2:71][CH2:72]1.